The task is: Predict the reactants needed to synthesize the given product.. This data is from Full USPTO retrosynthesis dataset with 1.9M reactions from patents (1976-2016). (1) Given the product [CH2:1]([O:8][C:9]1[CH:10]=[C:11]([CH:12]=[O:13])[CH:14]=[CH:15][C:16]=1[C:24]([OH:27])=[O:26])[C:2]1[CH:7]=[CH:6][CH:5]=[CH:4][CH:3]=1, predict the reactants needed to synthesize it. The reactants are: [CH2:1]([O:8][C:9]1[CH:10]=[C:11]([CH:14]=[CH:15][C:16]=1S(C(F)(F)F)(=O)=O)[CH:12]=[O:13])[C:2]1[CH:7]=[CH:6][CH:5]=[CH:4][CH:3]=1.[C:24]([O-:27])(=[O:26])C.[K+]. (2) The reactants are: [S:1]1[CH:5]=[CH:4][C:3]2[C:6]([N:10]3[CH2:15][CH2:14][N:13]([CH2:16][CH2:17][CH2:18][CH2:19][N:20]4[C:29]5[C:24](=[CH:25][CH:26]=[CH:27][CH:28]=5)[CH2:23][CH2:22][C:21]4=[O:30])[CH2:12][CH2:11]3)=[CH:7][CH:8]=[CH:9][C:2]1=2.[Cl:31]CCCCN1C2C(=CC=CC=2)CCC1=O.C(O)C.Cl. Given the product [ClH:31].[S:1]1[CH:5]=[CH:4][C:3]2[C:6]([N:10]3[CH2:15][CH2:14][N:13]([CH2:16][CH2:17][CH2:18][CH2:19][N:20]4[C:29]5[C:24](=[CH:25][CH:26]=[CH:27][CH:28]=5)[CH2:23][CH2:22][C:21]4=[O:30])[CH2:12][CH2:11]3)=[CH:7][CH:8]=[CH:9][C:2]1=2, predict the reactants needed to synthesize it.